Dataset: Reaction yield outcomes from USPTO patents with 853,638 reactions. Task: Predict the reaction yield, written as a fraction of the theoretical maximum amount of product (1.0 means a 100% yield; for example, 0.34 means a 34% yield). (1) The reactants are [OH:1][C:2]1[CH:35]=[CH:34][C:5]([CH2:6][CH2:7][C:8]2[CH:13]=[CH:12][CH:11]=[CH:10][C:9]=2[C:14]2[N:19]=[C:18]([N:20]3[C:24]([C:25]([F:28])([F:27])[F:26])=[C:23]([C:29]([O:31][CH2:32][CH3:33])=[O:30])[CH:22]=[N:21]3)[CH:17]=[CH:16][CH:15]=2)=[CH:4][CH:3]=1.C([O-])([O-])=O.[Cs+].[Cs+].Br[CH2:43][CH2:44][CH2:45][O:46][CH:47]1[CH2:52][CH2:51][CH2:50][CH2:49][O:48]1. The catalyst is CC(C)=O. The product is [O:48]1[CH2:49][CH2:50][CH2:51][CH2:52][CH:47]1[O:46][CH2:45][CH2:44][CH2:43][O:1][C:2]1[CH:3]=[CH:4][C:5]([CH2:6][CH2:7][C:8]2[CH:13]=[CH:12][CH:11]=[CH:10][C:9]=2[C:14]2[N:19]=[C:18]([N:20]3[C:24]([C:25]([F:28])([F:27])[F:26])=[C:23]([C:29]([O:31][CH2:32][CH3:33])=[O:30])[CH:22]=[N:21]3)[CH:17]=[CH:16][CH:15]=2)=[CH:34][CH:35]=1. The yield is 0.529. (2) The reactants are [CH3:1][C:2]1[O:6][C:5]([C:7]2[CH:12]=[CH:11][CH:10]=[CH:9][CH:8]=2)=[N:4][C:3]=1[CH2:13][CH2:14][O:15]S(C1C=CC(C)=CC=1)(=O)=O.[CH2:26]([O:28][C:29](=[O:43])[C:30]([O:33][C:34]1[CH:39]=[CH:38][C:37](O)=[CH:36][C:35]=1[CH2:41][OH:42])([CH3:32])[CH3:31])[CH3:27].C(=O)([O-])[O-].[K+].[K+]. The catalyst is C(O)C. The product is [CH2:26]([O:28][C:29](=[O:43])[C:30]([O:33][C:34]1[CH:39]=[CH:38][C:37]([O:15][CH2:14][CH2:13][C:3]2[N:4]=[C:5]([C:7]3[CH:8]=[CH:9][CH:10]=[CH:11][CH:12]=3)[O:6][C:2]=2[CH3:1])=[CH:36][C:35]=1[CH2:41][OH:42])([CH3:32])[CH3:31])[CH3:27]. The yield is 0.200. (3) The reactants are [C:1]([O:4][CH2:5][C@@H:6]1[C@@H:11]([O:12][C:13](=[O:15])[CH3:14])[C@H:10]([O:16][C:17](=[O:19])[CH3:18])[C@H:9]([F:20])[CH:8]([O:21][C:22](=O)[CH3:23])[O:7]1)(=[O:3])[CH3:2].[Br:25][C:26]1[CH:31]=CC(O)=[C:28]([C:33]([F:36])([F:35])[F:34])[CH:27]=1. No catalyst specified. The product is [C:1]([O:4][CH2:5][C@@H:6]1[C@@H:11]([O:12][C:13](=[O:15])[CH3:14])[C@H:10]([O:16][C:17](=[O:19])[CH3:18])[C@H:9]([F:20])[C@@H:8]([O:21][C:22]2[CH:23]=[CH:31][C:26]([Br:25])=[CH:27][C:28]=2[C:33]([F:36])([F:35])[F:34])[O:7]1)(=[O:3])[CH3:2]. The yield is 0.260.